From a dataset of Full USPTO retrosynthesis dataset with 1.9M reactions from patents (1976-2016). Predict the reactants needed to synthesize the given product. (1) Given the product [NH2:8][CH2:9][P:10](=[O:17])([O:14][CH2:15][CH3:16])[O:11][CH2:12][CH3:13], predict the reactants needed to synthesize it. The reactants are: O.NN.C1(=O)[N:8]([CH2:9][P:10](=[O:17])([O:14][CH2:15][CH3:16])[O:11][CH2:12][CH3:13])C(=O)C2=CC=CC=C12. (2) Given the product [Br:1][C:2]1[CH:3]=[C:4]2[C:9](=[CH:10][CH:11]=1)[NH:8][CH2:7][CH2:6][CH2:5]2, predict the reactants needed to synthesize it. The reactants are: [Br:1][C:2]1[CH:3]=[C:4]2[C:9](=[CH:10][CH:11]=1)[NH:8][CH2:7][C:6](=O)[CH2:5]2.[Cl-].[Cl-].[Cl-].[Al+3].[H-].[Al+3].[Li+].[H-].[H-].[H-]. (3) Given the product [CH3:13][N:9]1[C:8]([CH3:14])=[C:7]([C:5]2[CH:4]=[CH:3][N:36]=[C:34]([NH:33][C:30]3[CH:29]=[CH:28][C:27]([N:24]4[CH2:25][CH2:26][N:21]([CH3:20])[CH2:22][CH2:23]4)=[CH:32][CH:31]=3)[N:35]=2)[S:11][C:10]1=[O:12], predict the reactants needed to synthesize it. The reactants are: CN(C)[CH:3]=[CH:4][C:5]([C:7]1[S:11][C:10](=[O:12])[N:9]([CH3:13])[C:8]=1[CH3:14])=O.[N+]([O-])(O)=O.[CH3:20][N:21]1[CH2:26][CH2:25][N:24]([C:27]2[CH:32]=[CH:31][C:30]([NH:33][C:34]([NH2:36])=[NH:35])=[CH:29][CH:28]=2)[CH2:23][CH2:22]1.CC#N. (4) Given the product [O:17]=[C:13]1[N:12]([C:6]2[CH:11]=[CH:10][C:9]([S:2]([Cl:1])(=[O:5])=[O:3])=[CH:8][CH:7]=2)[CH2:16][CH2:15][O:14]1, predict the reactants needed to synthesize it. The reactants are: [Cl:1][S:2]([OH:5])(=O)=[O:3].[C:6]1([N:12]2[CH2:16][CH2:15][O:14][C:13]2=[O:17])[CH:11]=[CH:10][CH:9]=[CH:8][CH:7]=1. (5) Given the product [ClH:32].[CH2:1]([O:3][C:4]1[C:12]([O:13][CH2:14][CH3:15])=[CH:11][CH:10]=[CH:9][C:5]=1[CH2:6][N:7]([CH3:8])[C:53](=[O:55])/[CH:52]=[CH:51]/[C:48]1[CH:49]=[N:50][C:44]2[NH:43][C:42](=[O:56])[N:41]([CH2:40][CH2:39][N:33]3[CH2:34][CH2:35][O:36][CH2:37][CH2:38]3)[CH2:46][C:45]=2[CH:47]=1)[CH3:2], predict the reactants needed to synthesize it. The reactants are: [CH2:1]([O:3][C:4]1[C:12]([O:13][CH2:14][CH3:15])=[CH:11][CH:10]=[CH:9][C:5]=1[CH2:6][NH:7][CH3:8])[CH3:2].CNCC1C=CC2C(=CC=CC=2)C=1CCC.[ClH:32].[N:33]1([CH2:39][CH2:40][N:41]2[CH2:46][C:45]3[CH:47]=[C:48](/[CH:51]=[CH:52]/[C:53]([OH:55])=O)[CH:49]=[N:50][C:44]=3[NH:43][C:42]2=[O:56])[CH2:38][CH2:37][O:36][CH2:35][CH2:34]1.Cl.CN1CC2C=C(/C=C/C(O)=O)C=NC=2NC(=O)C1. (6) The reactants are: [O:1]1[CH2:6][C@@:2]1([C:7]([F:10])([F:9])[F:8])[C:3]([OH:5])=[O:4].Cl.[Cl-].[Na+]. Given the product [F:8][C:7]([F:10])([F:9])[C@:2]([OH:1])([CH3:6])[C:3]([OH:5])=[O:4], predict the reactants needed to synthesize it. (7) The reactants are: [F:1][C:2]1[CH:7]=[CH:6][C:5]([C:8]([N:10]2[CH2:15][CH2:14][N:13]3[N:16]=[C:17]([CH2:20][O:21][C:22]4[CH:27]=[CH:26][CH:25]=[CH:24][CH:23]=4)[C:18](I)=[C:12]3[CH2:11]2)=[O:9])=[CH:4][CH:3]=1.[CH3:28]B(O)O. Given the product [F:1][C:2]1[CH:7]=[CH:6][C:5]([C:8]([N:10]2[CH2:15][CH2:14][N:13]3[N:16]=[C:17]([CH2:20][O:21][C:22]4[CH:27]=[CH:26][CH:25]=[CH:24][CH:23]=4)[C:18]([CH3:28])=[C:12]3[CH2:11]2)=[O:9])=[CH:4][CH:3]=1, predict the reactants needed to synthesize it. (8) Given the product [C:13]([C:16]1[C:21]([NH:22][C:10]([C:7]2[S:8][CH:9]=[C:5]([CH:1]3[CH2:4][CH2:3][CH2:2]3)[N:6]=2)=[O:11])=[C:20]([Cl:33])[C:19]([O:34][CH3:35])=[CH:18][CH:17]=1)(=[O:15])[CH3:14], predict the reactants needed to synthesize it. The reactants are: [CH:1]1([C:5]2[N:6]=[C:7]([C:10](Cl)=[O:11])[S:8][CH:9]=2)[CH2:4][CH2:3][CH2:2]1.[C:13]([C:16]1[C:21]([NH:22]C(C2SC=C(C3CC3)N=2)=O)=[C:20]([Cl:33])[C:19]([O:34][CH3:35])=[CH:18][CH:17]=1)(=[O:15])[CH3:14]. (9) Given the product [CH:11]1([CH2:14][O:15][C:16]2[C:36]([F:37])=[CH:35][CH:34]=[CH:33][C:17]=2[C@:18]([C@@H:20]2[CH2:25][CH2:24][CH2:23][N:22]([C:26]([O:28][C:29]([CH3:31])([CH3:32])[CH3:30])=[O:27])[CH2:21]2)([OH:19])[CH2:5][CH2:6][CH2:7][CH2:8][O:9][CH3:10])[CH2:12][CH2:13]1, predict the reactants needed to synthesize it. The reactants are: [Mg].II.Cl[CH2:5][CH2:6][CH2:7][CH2:8][O:9][CH3:10].[CH:11]1([CH2:14][O:15][C:16]2[C:36]([F:37])=[CH:35][CH:34]=[CH:33][C:17]=2[C:18]([C@@H:20]2[CH2:25][CH2:24][CH2:23][N:22]([C:26]([O:28][C:29]([CH3:32])([CH3:31])[CH3:30])=[O:27])[CH2:21]2)=[O:19])[CH2:13][CH2:12]1. (10) Given the product [CH3:2][O:3][C:4]1[CH:5]=[C:6]([C:12]2[C:13]([CH3:25])([CH3:24])[C:14](=[O:23])[N:15]([CH:17]3[CH2:22][CH2:21][N:20]([C:37]([C:29]4[CH:28]=[C:27]([CH3:26])[C:36]5[C:31](=[CH:32][CH:33]=[CH:34][CH:35]=5)[N:30]=4)=[O:38])[CH2:19][CH2:18]3)[N:16]=2)[CH:7]=[CH:8][C:9]=1[O:10][CH3:11], predict the reactants needed to synthesize it. The reactants are: Cl.[CH3:2][O:3][C:4]1[CH:5]=[C:6]([C:12]2[C:13]([CH3:25])([CH3:24])[C:14](=[O:23])[N:15]([CH:17]3[CH2:22][CH2:21][NH:20][CH2:19][CH2:18]3)[N:16]=2)[CH:7]=[CH:8][C:9]=1[O:10][CH3:11].[CH3:26][C:27]1[C:36]2[C:31](=[CH:32][CH:33]=[CH:34][CH:35]=2)[N:30]=[C:29]([C:37](O)=[O:38])[CH:28]=1.